Dataset: Peptide-MHC class I binding affinity with 185,985 pairs from IEDB/IMGT. Task: Regression. Given a peptide amino acid sequence and an MHC pseudo amino acid sequence, predict their binding affinity value. This is MHC class I binding data. The peptide sequence is QTEENLLDF. The MHC is HLA-B44:02 with pseudo-sequence HLA-B44:02. The binding affinity (normalized) is 0.213.